This data is from Forward reaction prediction with 1.9M reactions from USPTO patents (1976-2016). The task is: Predict the product of the given reaction. (1) Given the reactants [CH:1]1([CH2:6][CH:7]([C:16]2[CH:21]=[CH:20][C:19]([S:22][CH3:23])=[CH:18][CH:17]=2)[C:8]([NH:10][C:11]2[S:12][CH:13]=[CH:14][N:15]=2)=[O:9])[CH2:5][CH2:4][CH2:3][CH2:2]1.ClC1C=C(C=CC=1)C(OO)=[O:29], predict the reaction product. The product is: [CH:1]1([CH2:6][CH:7]([C:16]2[CH:17]=[CH:18][C:19]([S:22]([CH3:23])=[O:29])=[CH:20][CH:21]=2)[C:8]([NH:10][C:11]2[S:12][CH:13]=[CH:14][N:15]=2)=[O:9])[CH2:5][CH2:4][CH2:3][CH2:2]1. (2) Given the reactants [CH3:1][O:2][C:3]([C:5]1[C:14]([OH:15])=[CH:13][C:12]2[C:7](=[CH:8][C:9]([O:16][CH2:17][C:18]([O:20]C(C)(C)C)=[O:19])=[CH:10][CH:11]=2)[CH:6]=1)=[O:4].O, predict the reaction product. The product is: [CH3:1][O:2][C:3]([C:5]1[C:14]([O:15][CH2:3][C:5]2[CH:14]=[CH:13][CH:12]=[CH:7][CH:6]=2)=[CH:13][C:12]2[C:7](=[CH:8][C:9]([O:16][CH2:17][C:18]([OH:20])=[O:19])=[CH:10][CH:11]=2)[CH:6]=1)=[O:4]. (3) Given the reactants [CH3:1][C:2]1([CH3:24])[CH:3]([NH:16][C:17](=[O:23])[O:18][C:19]([CH3:22])([CH3:21])[CH3:20])[C:4](=[O:15])[N:5]([C:9]2[CH:14]=[CH:13][CH:12]=[CH:11][CH:10]=2)[CH2:6][CH:7]=[CH:8]1.[H][H], predict the reaction product. The product is: [CH3:1][C:2]1([CH3:24])[CH2:8][CH2:7][CH2:6][N:5]([C:9]2[CH:14]=[CH:13][CH:12]=[CH:11][CH:10]=2)[C:4](=[O:15])[CH:3]1[NH:16][C:17](=[O:23])[O:18][C:19]([CH3:22])([CH3:21])[CH3:20].